Dataset: Full USPTO retrosynthesis dataset with 1.9M reactions from patents (1976-2016). Task: Predict the reactants needed to synthesize the given product. (1) Given the product [CH2:12]([NH:16][C:17]([O:1][C:2]1[CH:3]=[CH:4][C:5]2[O:9][C:8](=[O:10])[S:7][C:6]=2[CH:11]=1)=[O:18])[CH2:13][CH2:14][CH3:15], predict the reactants needed to synthesize it. The reactants are: [OH:1][C:2]1[CH:3]=[CH:4][C:5]2[O:9][C:8](=[O:10])[S:7][C:6]=2[CH:11]=1.[CH2:12]([N:16]=[C:17]=[O:18])[CH2:13][CH2:14][CH3:15].C(N(CC)CC)C. (2) Given the product [CH:7]1[C:12]2=[N:13][S:14][N:15]=[C:11]2[C:10]([NH:16][C:17]2[NH:21][CH2:20][CH2:19][N:18]=2)=[C:9]([Cl:22])[CH:8]=1.[Cl:1][CH:2]([Cl:6])[C:3]([O-:5])=[O:4], predict the reactants needed to synthesize it. The reactants are: [Cl:1][CH:2]([Cl:6])[C:3]([OH:5])=[O:4].[CH:7]1[C:12]2=[N:13][S:14][N:15]=[C:11]2[C:10]([NH:16][C:17]2[NH:21][CH2:20][CH2:19][N:18]=2)=[C:9]([Cl:22])[CH:8]=1.C(OCC)(=O)C.